This data is from Forward reaction prediction with 1.9M reactions from USPTO patents (1976-2016). The task is: Predict the product of the given reaction. (1) Given the reactants [Cl:1][C:2]1[CH:3]=[C:4]2[C:8](=[CH:9][CH:10]=1)[NH:7][CH:6]=[C:5]2[CH2:11][CH2:12][CH2:13][CH2:14][OH:15].[S:16](Cl)([C:19]1[CH:25]=[CH:24][C:22]([CH3:23])=[CH:21][CH:20]=1)(=[O:18])=[O:17], predict the reaction product. The product is: [CH3:23][C:22]1[CH:24]=[CH:25][C:19]([S:16]([O:15][CH2:14][CH2:13][CH2:12][CH2:11][C:5]2[C:4]3[C:8](=[CH:9][CH:10]=[C:2]([Cl:1])[CH:3]=3)[NH:7][CH:6]=2)(=[O:18])=[O:17])=[CH:20][CH:21]=1. (2) Given the reactants C(=O)(O)[O-:2].[Na+].Cl.NO.[F:9][C:10]([F:23])([F:22])[CH:11]([CH3:21])[O:12][C:13]1[CH:18]=[CH:17][N:16]=[C:15]([C:19]#[N:20])[CH:14]=1, predict the reaction product. The product is: [F:23][C:10]([F:9])([F:22])[CH:11]([CH3:21])[O:12][C:13]1[CH:18]=[CH:17][N:16]=[C:15]([C:19]([NH2:20])=[O:2])[CH:14]=1. (3) Given the reactants [CH3:1][C:2]1[N:3]=[C:4]([NH:12][C:13](=[O:15])[CH3:14])[S:5][C:6]=1[C:7]1[CH:8]=[N:9][NH:10][CH:11]=1.C(N1C=C(C2SC(NC(=O)C)=NC=2C)C=N1)C1C=CC=CC=1.C(N(CC)C(C)C)(C)C.Cl[S:48]([C:51]1[CH:59]=[CH:58][C:54]([C:55]([OH:57])=[O:56])=[CH:53][CH:52]=1)(=[O:50])=[O:49].Cl.CCOCC, predict the reaction product. The product is: [C:13]([NH:12][C:4]1[S:5][C:6]([C:7]2[CH:11]=[N:10][N:9]([S:48]([C:51]3[CH:52]=[CH:53][C:54]([C:55]([OH:57])=[O:56])=[CH:58][CH:59]=3)(=[O:50])=[O:49])[CH:8]=2)=[C:2]([CH3:1])[N:3]=1)(=[O:15])[CH3:14]. (4) Given the reactants [CH2:1]([NH:3][C:4](=[O:41])[NH:5][C:6]1[N:11]=[CH:10][C:9]([C:12]2[CH:13]=[N:14][CH:15]=[C:16]([C:18](O)=[O:19])[CH:17]=2)=[C:8]([C:21]2[S:22][C:23]([C:30](=[O:40])[NH:31][CH2:32][CH2:33][N:34]3[CH2:39][CH2:38][O:37][CH2:36][CH2:35]3)=[C:24]([C:26]([F:29])([F:28])[F:27])[N:25]=2)[CH:7]=1)[CH3:2].P(Cl)(Cl)(Cl)=O.[C:47]([NH:50][NH2:51])(=O)[CH3:48], predict the reaction product. The product is: [CH2:1]([NH:3][C:4](=[O:41])[NH:5][C:6]1[N:11]=[CH:10][C:9]([C:12]2[CH:13]=[N:14][CH:15]=[C:16]([C:18]3[O:19][C:47]([CH3:48])=[N:50][N:51]=3)[CH:17]=2)=[C:8]([C:21]2[S:22][C:23]([C:30]([NH:31][CH2:32][CH2:33][N:34]3[CH2:39][CH2:38][O:37][CH2:36][CH2:35]3)=[O:40])=[C:24]([C:26]([F:27])([F:28])[F:29])[N:25]=2)[CH:7]=1)[CH3:2]. (5) The product is: [CH3:1][O:2][C:3]1[CH:4]=[C:5]2[C:9](=[C:10]([O:12][CH3:13])[CH:11]=1)[NH:8][C:7]([C:14]([OH:16])=[O:15])=[CH:6]2. Given the reactants [CH3:1][O:2][C:3]1[CH:4]=[C:5]2[C:9](=[C:10]([O:12][CH3:13])[CH:11]=1)[NH:8][C:7]([C:14]([O:16]C)=[O:15])=[CH:6]2.[Li+].[OH-], predict the reaction product. (6) Given the reactants [NH2:1][CH2:2][C:3]1[CH:4]=[C:5]2[C:10](=[CH:11][CH:12]=1)[C:9]([NH:13]C(=O)C1C=CC=CC=1)=[N:8][CH:7]=[CH:6]2.[ClH:22], predict the reaction product. The product is: [ClH:22].[NH2:13][C:9]1[C:10]2[C:5](=[CH:4][C:3]([CH2:2][NH2:1])=[CH:12][CH:11]=2)[CH:6]=[CH:7][N:8]=1. (7) Given the reactants [O:1]1[CH:5]=[CH:4][CH:3]=[C:2]1[C:6]1[C:11](I)=[C:10]([S:13][CH3:14])[N:9]=[C:8]([NH2:15])[N:7]=1.[C:16]([O:20][CH3:21])(=[O:19])[CH:17]=[CH2:18].C(=O)([O-])[O-].[Cs+].[Cs+], predict the reaction product. The product is: [CH3:21][O:20][C:16](=[O:19])/[CH:17]=[CH:18]/[C:11]1[C:6]([C:2]2[O:1][CH:5]=[CH:4][CH:3]=2)=[N:7][C:8]([NH2:15])=[N:9][C:10]=1[S:13][CH3:14].